This data is from NCI-60 drug combinations with 297,098 pairs across 59 cell lines. The task is: Regression. Given two drug SMILES strings and cell line genomic features, predict the synergy score measuring deviation from expected non-interaction effect. (1) Drug 1: CCC1=C2CN3C(=CC4=C(C3=O)COC(=O)C4(CC)O)C2=NC5=C1C=C(C=C5)O. Drug 2: C1C(C(OC1N2C=NC3=C2NC=NCC3O)CO)O. Cell line: HOP-62. Synergy scores: CSS=39.0, Synergy_ZIP=-0.0533, Synergy_Bliss=-1.43, Synergy_Loewe=-42.1, Synergy_HSA=-1.00. (2) Drug 2: C1CN(P(=O)(OC1)NCCCl)CCCl. Synergy scores: CSS=1.84, Synergy_ZIP=1.38, Synergy_Bliss=2.59, Synergy_Loewe=-0.432, Synergy_HSA=-0.103. Cell line: HT29. Drug 1: CC1=C(C=C(C=C1)NC2=NC=CC(=N2)N(C)C3=CC4=NN(C(=C4C=C3)C)C)S(=O)(=O)N.Cl. (3) Drug 1: CC1CCCC2(C(O2)CC(NC(=O)CC(C(C(=O)C(C1O)C)(C)C)O)C(=CC3=CSC(=N3)C)C)C. Drug 2: COCCOC1=C(C=C2C(=C1)C(=NC=N2)NC3=CC=CC(=C3)C#C)OCCOC.Cl. Cell line: HOP-62. Synergy scores: CSS=35.3, Synergy_ZIP=23.8, Synergy_Bliss=27.5, Synergy_Loewe=-31.6, Synergy_HSA=16.3. (4) Drug 1: CCN(CC)CCNC(=O)C1=C(NC(=C1C)C=C2C3=C(C=CC(=C3)F)NC2=O)C. Drug 2: CC12CCC3C(C1CCC2O)C(CC4=C3C=CC(=C4)O)CCCCCCCCCS(=O)CCCC(C(F)(F)F)(F)F. Cell line: A498. Synergy scores: CSS=3.27, Synergy_ZIP=-0.708, Synergy_Bliss=2.03, Synergy_Loewe=-2.20, Synergy_HSA=0.364. (5) Drug 1: COC1=CC(=CC(=C1O)OC)C2C3C(COC3=O)C(C4=CC5=C(C=C24)OCO5)OC6C(C(C7C(O6)COC(O7)C8=CC=CS8)O)O. Drug 2: CN(C)N=NC1=C(NC=N1)C(=O)N. Cell line: NCI-H322M. Synergy scores: CSS=-5.10, Synergy_ZIP=0.339, Synergy_Bliss=-5.13, Synergy_Loewe=-15.0, Synergy_HSA=-8.10. (6) Drug 1: C1=NC2=C(N1)C(=S)N=C(N2)N. Drug 2: C1C(C(OC1N2C=NC3=C(N=C(N=C32)Cl)N)CO)O. Cell line: A498. Synergy scores: CSS=12.1, Synergy_ZIP=-3.64, Synergy_Bliss=-2.38, Synergy_Loewe=-3.40, Synergy_HSA=-2.55.